From a dataset of TCR-epitope binding with 47,182 pairs between 192 epitopes and 23,139 TCRs. Binary Classification. Given a T-cell receptor sequence (or CDR3 region) and an epitope sequence, predict whether binding occurs between them. Result: 0 (the TCR does not bind to the epitope). The epitope is DPFRLLQNSQVFS. The TCR CDR3 sequence is CASSVETGGTEAFF.